This data is from Full USPTO retrosynthesis dataset with 1.9M reactions from patents (1976-2016). The task is: Predict the reactants needed to synthesize the given product. (1) Given the product [CH2:13]([N:9]([CH2:10][CH2:11][CH3:12])[CH2:8][CH2:7][CH2:6][C@@H:5]([N:16]([CH2:18][C:19]1[CH:24]=[CH:23][C:22]([CH2:25][N:26]([CH2:34][C:35]2[NH:36][CH:37]=[CH:38][N:39]=2)[CH2:27][C:28]2[N:29]([CH3:33])[CH:30]=[CH:31][N:32]=2)=[CH:21][CH:20]=1)[CH3:17])[C:4]([OH:40])=[O:3])[CH2:14][CH3:15], predict the reactants needed to synthesize it. The reactants are: C([O:3][C:4](=[O:40])[C@H:5]([N:16]([CH2:18][C:19]1[CH:24]=[CH:23][C:22]([CH2:25][N:26]([CH2:34][C:35]2[NH:36][CH:37]=[CH:38][N:39]=2)[CH2:27][C:28]2[N:29]([CH3:33])[CH:30]=[CH:31][N:32]=2)=[CH:21][CH:20]=1)[CH3:17])[CH2:6][CH2:7][CH2:8][N:9]([CH2:13][CH2:14][CH3:15])[CH2:10][CH2:11][CH3:12])C. (2) Given the product [NH2:41][C@@H:33]([CH2:34][C:35]1[CH:36]=[CH:37][CH:38]=[CH:39][CH:40]=1)[CH2:32][O:31][C:27]1[CH:26]=[C:25]([C:4]2[CH:5]=[C:6]3[C:11](=[C:2]([NH2:1])[N:3]=2)[CH:10]=[N:9][C:8]2[CH:12]=[C:13]([C:16]#[C:17][CH2:18][CH2:19][N:20]4[CH:24]=[CH:23][N:22]=[CH:21]4)[CH:14]=[CH:15][C:7]3=2)[CH:30]=[N:29][CH:28]=1, predict the reactants needed to synthesize it. The reactants are: [NH2:1][C:2]1[N:3]=[C:4]([C:25]2[CH:26]=[C:27]([O:31][CH2:32][C@@H:33]([NH:41]C(=O)OC(C)(C)C)[CH2:34][C:35]3[CH:40]=[CH:39][CH:38]=[CH:37][CH:36]=3)[CH:28]=[N:29][CH:30]=2)[CH:5]=[C:6]2[C:11]=1[CH:10]=[N:9][C:8]1[CH:12]=[C:13]([C:16]#[C:17][CH2:18][CH2:19][N:20]3[CH:24]=[CH:23][N:22]=[CH:21]3)[CH:14]=[CH:15][C:7]2=1.C(Cl)Cl. (3) Given the product [S:19]1[CH:20]=[CH:21][C:17]([CH2:16][O:3][CH2:4][C:5]2[O:9][N:8]=[C:7]([C:10]([O:12][CH2:13][CH3:14])=[O:11])[CH:6]=2)=[CH:18]1, predict the reactants needed to synthesize it. The reactants are: [H-].[Na+].[OH:3][CH2:4][C:5]1[O:9][N:8]=[C:7]([C:10]([O:12][CH2:13][CH3:14])=[O:11])[CH:6]=1.Br[CH2:16][C:17]1[CH:21]=[CH:20][S:19][CH:18]=1.[Cl-].[NH4+]. (4) Given the product [CH3:21][C:19]1[CH:18]=[C:17]([CH3:22])[N:16]=[C:15]([NH:14][CH:11]2[CH2:12][CH2:13][NH:8][CH2:9][CH2:10]2)[N:20]=1, predict the reactants needed to synthesize it. The reactants are: C(OC([N:8]1[CH2:13][CH2:12][CH:11]([NH:14][C:15]2[N:20]=[C:19]([CH3:21])[CH:18]=[C:17]([CH3:22])[N:16]=2)[CH2:10][CH2:9]1)=O)(C)(C)C.Cl. (5) Given the product [F:1][C:2]1[CH:9]=[CH:8][C:7]([O:10][CH2:12][C:13]([F:16])([F:15])[F:14])=[CH:6][C:3]=1[C:4]#[N:5], predict the reactants needed to synthesize it. The reactants are: [F:1][C:2]1[CH:9]=[CH:8][C:7]([OH:10])=[CH:6][C:3]=1[C:4]#[N:5].I[CH2:12][C:13]([F:16])([F:15])[F:14].C(=O)([O-])[O-].[K+].[K+].CCOC(C)=O. (6) Given the product [CH2:19]([O:18][C:10]1[CH:11]=[C:12]([CH2:13][C:14]([CH3:15])([CH3:16])[CH3:17])[C:7]([C:30]2[CH:31]=[C:32]([O:35][CH3:36])[CH:33]=[CH:34][C:29]=2[F:28])=[N:8][CH:9]=1)[C:20]1[CH:21]=[CH:22][CH:23]=[CH:24][CH:25]=1, predict the reactants needed to synthesize it. The reactants are: FC(F)(F)S(O[C:7]1[C:12]([CH2:13][C:14]([CH3:17])([CH3:16])[CH3:15])=[CH:11][C:10]([O:18][CH2:19][C:20]2[CH:25]=[CH:24][CH:23]=[CH:22][CH:21]=2)=[CH:9][N:8]=1)(=O)=O.[F:28][C:29]1[CH:34]=[CH:33][C:32]([O:35][CH3:36])=[CH:31][C:30]=1B(O)O.C(=O)([O-])[O-].[Na+].[Na+].O.